Dataset: Full USPTO retrosynthesis dataset with 1.9M reactions from patents (1976-2016). Task: Predict the reactants needed to synthesize the given product. (1) Given the product [Cl:10][C:11]1[CH:12]=[CH:13][C:14]([NH:19][C:18]([C:20]2[C:29]3[C:24](=[CH:25][CH:26]=[CH:27][CH:28]=3)[CH:23]=[CH:22][CH:21]=2)=[O:17])=[C:15]([C:16]([NH:37][CH2:36][CH:32]2[CH2:35][CH2:34][CH2:33]2)=[O:30])[CH:31]=1, predict the reactants needed to synthesize it. The reactants are: C(N(C(C)C)CC)(C)C.[Cl:10][C:11]1[CH:12]=[CH:13][C:14]2[N:19]=[C:18]([C:20]3[C:29]4[C:24](=[CH:25][CH:26]=[CH:27][CH:28]=4)[CH:23]=[CH:22][CH:21]=3)[O:17][C:16](=[O:30])[C:15]=2[CH:31]=1.[CH:32]1([CH2:36][NH2:37])[CH2:35][CH2:34][CH2:33]1. (2) Given the product [CH2:1]([O:3][C:4](=[O:15])[C:5]([C:7]1[CH:8]=[CH:9][C:10]([CH2:13][Br:16])=[CH:11][CH:12]=1)([CH3:14])[CH3:6])[CH3:2], predict the reactants needed to synthesize it. The reactants are: [CH2:1]([O:3][C:4](=[O:15])[C:5]([CH3:14])([C:7]1[CH:12]=[CH:11][C:10]([CH3:13])=[CH:9][CH:8]=1)[CH3:6])[CH3:2].[Br:16]N1C(=O)CCC1=O.